Dataset: NCI-60 drug combinations with 297,098 pairs across 59 cell lines. Task: Regression. Given two drug SMILES strings and cell line genomic features, predict the synergy score measuring deviation from expected non-interaction effect. (1) Drug 1: C1=NC2=C(N=C(N=C2N1C3C(C(C(O3)CO)O)F)Cl)N. Drug 2: CCCCC(=O)OCC(=O)C1(CC(C2=C(C1)C(=C3C(=C2O)C(=O)C4=C(C3=O)C=CC=C4OC)O)OC5CC(C(C(O5)C)O)NC(=O)C(F)(F)F)O. Cell line: OVCAR-8. Synergy scores: CSS=25.9, Synergy_ZIP=-0.0316, Synergy_Bliss=-1.92, Synergy_Loewe=-1.40, Synergy_HSA=-1.55. (2) Drug 1: COC1=CC(=CC(=C1O)OC)C2C3C(COC3=O)C(C4=CC5=C(C=C24)OCO5)OC6C(C(C7C(O6)COC(O7)C8=CC=CS8)O)O. Drug 2: C1C(C(OC1N2C=NC(=NC2=O)N)CO)O. Cell line: SF-268. Synergy scores: CSS=20.5, Synergy_ZIP=2.75, Synergy_Bliss=4.64, Synergy_Loewe=-8.77, Synergy_HSA=1.72. (3) Drug 1: CC1=CC=C(C=C1)C2=CC(=NN2C3=CC=C(C=C3)S(=O)(=O)N)C(F)(F)F. Cell line: DU-145. Synergy scores: CSS=54.9, Synergy_ZIP=5.08, Synergy_Bliss=3.35, Synergy_Loewe=-10.5, Synergy_HSA=3.12. Drug 2: CCCCC(=O)OCC(=O)C1(CC(C2=C(C1)C(=C3C(=C2O)C(=O)C4=C(C3=O)C=CC=C4OC)O)OC5CC(C(C(O5)C)O)NC(=O)C(F)(F)F)O. (4) Drug 1: C1=NNC2=C1C(=O)NC=N2. Drug 2: C1C(C(OC1N2C=NC3=C2NC=NCC3O)CO)O. Cell line: SF-295. Synergy scores: CSS=2.69, Synergy_ZIP=-2.49, Synergy_Bliss=-4.61, Synergy_Loewe=-3.24, Synergy_HSA=-3.29. (5) Drug 1: CC1=CC=C(C=C1)C2=CC(=NN2C3=CC=C(C=C3)S(=O)(=O)N)C(F)(F)F. Drug 2: C1CC(C1)(C(=O)O)C(=O)O.[NH2-].[NH2-].[Pt+2]. Cell line: SF-268. Synergy scores: CSS=23.2, Synergy_ZIP=-6.58, Synergy_Bliss=-1.31, Synergy_Loewe=-8.44, Synergy_HSA=-3.35. (6) Drug 1: CS(=O)(=O)C1=CC(=C(C=C1)C(=O)NC2=CC(=C(C=C2)Cl)C3=CC=CC=N3)Cl. Drug 2: CC1=C2C(C(=O)C3(C(CC4C(C3C(C(C2(C)C)(CC1OC(=O)C(C(C5=CC=CC=C5)NC(=O)C6=CC=CC=C6)O)O)OC(=O)C7=CC=CC=C7)(CO4)OC(=O)C)O)C)OC(=O)C. Cell line: SK-MEL-2. Synergy scores: CSS=41.0, Synergy_ZIP=10.6, Synergy_Bliss=11.7, Synergy_Loewe=-42.1, Synergy_HSA=8.22. (7) Drug 1: C1CC(=O)NC(=O)C1N2CC3=C(C2=O)C=CC=C3N. Drug 2: CC12CCC3C(C1CCC2=O)CC(=C)C4=CC(=O)C=CC34C. Cell line: LOX IMVI. Synergy scores: CSS=59.1, Synergy_ZIP=3.79, Synergy_Bliss=5.88, Synergy_Loewe=7.21, Synergy_HSA=7.26. (8) Drug 1: C1=C(C(=O)NC(=O)N1)N(CCCl)CCCl. Drug 2: C1=NC2=C(N=C(N=C2N1C3C(C(C(O3)CO)O)O)F)N. Cell line: CAKI-1. Synergy scores: CSS=39.1, Synergy_ZIP=-8.89, Synergy_Bliss=-10.8, Synergy_Loewe=-12.1, Synergy_HSA=-9.95.